This data is from Catalyst prediction with 721,799 reactions and 888 catalyst types from USPTO. The task is: Predict which catalyst facilitates the given reaction. (1) Reactant: C([O:8][C:9]1[CH:14]=[C:13]([Cl:15])[C:12]([O:16][CH2:17][CH2:18][CH2:19][O:20][C:21]2[CH:26]=[CH:25][C:24]([C:27]([F:30])([F:29])[F:28])=[CH:23][N:22]=2)=[C:11]([Cl:31])[CH:10]=1)C1C=CC=CC=1.[H][H]. Product: [Cl:31][C:11]1[CH:10]=[C:9]([OH:8])[CH:14]=[C:13]([Cl:15])[C:12]=1[O:16][CH2:17][CH2:18][CH2:19][O:20][C:21]1[CH:26]=[CH:25][C:24]([C:27]([F:28])([F:29])[F:30])=[CH:23][N:22]=1. The catalyst class is: 849. (2) Product: [C:1]([O:5][C:6]([NH:7][CH:8]1[CH2:9][CH2:10][CH:11]([O:14][S:17]([CH3:16])(=[O:19])=[O:18])[CH2:12][CH2:13]1)=[O:15])([CH3:4])([CH3:2])[CH3:3]. Reactant: [C:1]([O:5][C:6](=[O:15])[NH:7][CH:8]1[CH2:13][CH2:12][CH:11]([OH:14])[CH2:10][CH2:9]1)([CH3:4])([CH3:3])[CH3:2].[CH3:16][S:17](Cl)(=[O:19])=[O:18].C(N(CC)CC)C. The catalyst class is: 4. (3) Reactant: [F:1][C:2]1[CH:17]=[C:16]([F:18])[CH:15]=[CH:14][C:3]=1[CH2:4][O:5][C:6]1[CH:11]=[C:10]([CH3:12])[NH:9][C:8](=[O:13])[CH:7]=1.[Br:19]Br.O. Product: [Br:19][C:7]1[C:8](=[O:13])[NH:9][C:10]([CH3:12])=[CH:11][C:6]=1[O:5][CH2:4][C:3]1[CH:14]=[CH:15][C:16]([F:18])=[CH:17][C:2]=1[F:1]. The catalyst class is: 52. (4) Reactant: [O:1]=[C:2]1[C:7]([CH2:8][C:9]2[CH:14]=[CH:13][C:12]([C:15]3[C:16]([C:21]#[N:22])=[CH:17][CH:18]=[CH:19][CH:20]=3)=[CH:11][CH:10]=2)=[C:6]([CH2:23][CH2:24][CH3:25])[N:5]2[N:26]=[CH:27][N:28]=[C:4]2[N:3]1[CH:29]1[CH2:34][CH2:33][CH:32]([O:35][CH2:36][CH:37]=[CH2:38])[CH2:31][CH2:30]1.C(N(CC)CC)C.[OH:46][N:47]=[C:48](Cl)[CH3:49]. Product: [CH3:49][C:48]1[CH2:38][CH:37]([CH2:36][O:35][C@H:32]2[CH2:31][CH2:30][C@H:29]([N:3]3[C:2](=[O:1])[C:7]([CH2:8][C:9]4[CH:10]=[CH:11][C:12]([C:15]5[C:16]([C:21]#[N:22])=[CH:17][CH:18]=[CH:19][CH:20]=5)=[CH:13][CH:14]=4)=[C:6]([CH2:23][CH2:24][CH3:25])[N:5]4[N:26]=[CH:27][N:28]=[C:4]34)[CH2:34][CH2:33]2)[O:46][N:47]=1. The catalyst class is: 2. (5) Reactant: [NH2:1][CH2:2][CH:3]([C:17]1[S:18][C:19]([CH2:22][O:23][Si:24]([C:27]([CH3:30])([CH3:29])[CH3:28])([CH3:26])[CH3:25])=[CH:20][CH:21]=1)[C:4]([NH:6][C:7]1[CH:8]=[C:9]2[C:14](=[CH:15][CH:16]=1)[CH:13]=[N:12][CH:11]=[CH:10]2)=[O:5].[CH3:31][C:32]([O:35][C:36](O[C:36]([O:35][C:32]([CH3:34])([CH3:33])[CH3:31])=[O:37])=[O:37])([CH3:34])[CH3:33]. Product: [Si:24]([O:23][CH2:22][C:19]1[S:18][C:17]([CH:3]([C:4]([NH:6][C:7]2[CH:8]=[C:9]3[C:14](=[CH:15][CH:16]=2)[CH:13]=[N:12][CH:11]=[CH:10]3)=[O:5])[CH2:2][NH:1][C:36](=[O:37])[O:35][C:32]([CH3:34])([CH3:33])[CH3:31])=[CH:21][CH:20]=1)([C:27]([CH3:30])([CH3:29])[CH3:28])([CH3:26])[CH3:25]. The catalyst class is: 2. (6) Reactant: [Br:1][CH2:2][C:3]([C:5]1[CH:10]=[CH:9][C:8]([OH:11])=[CH:7][CH:6]=1)=[O:4].[O:12]=[C:13]([O:31][C@@H:32]1[CH:37]2[CH2:38][CH2:39][N:34]([CH2:35][CH2:36]2)[CH2:33]1)[CH:14]([NH:21][C:22]1[CH:26]=[CH:25][S:24][C:23]=1[C:27]([O:29][CH3:30])=[O:28])[C:15]1[CH:20]=[CH:19][CH:18]=[CH:17][CH:16]=1.CCOCC. Product: [Br-:1].[OH:11][C:8]1[CH:9]=[CH:10][C:5]([C:3](=[O:4])[CH2:2][N+:34]23[CH2:39][CH2:38][CH:37]([CH2:36][CH2:35]2)[C@@H:32]([O:31][C:13](=[O:12])[CH:14]([NH:21][C:22]2[CH:26]=[CH:25][S:24][C:23]=2[C:27]([O:29][CH3:30])=[O:28])[C:15]2[CH:16]=[CH:17][CH:18]=[CH:19][CH:20]=2)[CH2:33]3)=[CH:6][CH:7]=1. The catalyst class is: 10.